Dataset: Peptide-MHC class I binding affinity with 185,985 pairs from IEDB/IMGT. Task: Regression. Given a peptide amino acid sequence and an MHC pseudo amino acid sequence, predict their binding affinity value. This is MHC class I binding data. (1) The peptide sequence is DVVVVSTDAL. The MHC is Patr-B0101 with pseudo-sequence Patr-B0101. The binding affinity (normalized) is 0.0231. (2) The binding affinity (normalized) is 0.730. The MHC is HLA-A03:01 with pseudo-sequence HLA-A03:01. The peptide sequence is TMFLIAENK. (3) The binding affinity (normalized) is 0.171. The MHC is H-2-Kb with pseudo-sequence H-2-Kb. The peptide sequence is WQVVNWDFV.